This data is from Full USPTO retrosynthesis dataset with 1.9M reactions from patents (1976-2016). The task is: Predict the reactants needed to synthesize the given product. (1) Given the product [C:10]([C:14]1[N:18]=[C:17]([C:19]([NH:21][CH2:22][C:23]2[CH:28]=[CH:27][C:26]([C:2]3[CH:7]=[CH:6][N:5]=[C:4]([NH2:8])[C:3]=3[NH2:9])=[CH:25][C:24]=2[F:32])=[O:20])[O:16][N:15]=1)([CH3:13])([CH3:11])[CH3:12], predict the reactants needed to synthesize it. The reactants are: Br[C:2]1[CH:7]=[CH:6][N:5]=[C:4]([NH2:8])[C:3]=1[NH2:9].[C:10]([C:14]1[N:18]=[C:17]([C:19]([NH:21][CH2:22][C:23]2[CH:28]=[CH:27][C:26](B(O)O)=[CH:25][C:24]=2[F:32])=[O:20])[O:16][N:15]=1)([CH3:13])([CH3:12])[CH3:11].C(=O)([O-])[O-].[K+].[K+]. (2) Given the product [F:1][C:2]1([C:6]2[CH:7]=[N+:8]([O-:26])[CH:9]=[CH:10][C:11]=2[O:12][CH2:13][C:14]([F:15])([F:16])[F:17])[CH2:3][CH2:4][CH2:5]1, predict the reactants needed to synthesize it. The reactants are: [F:1][C:2]1([C:6]2[CH:7]=[N:8][CH:9]=[CH:10][C:11]=2[O:12][CH2:13][C:14]([F:17])([F:16])[F:15])[CH2:5][CH2:4][CH2:3]1.C1C=C(Cl)C=C(C(OO)=[O:26])C=1.